Dataset: Catalyst prediction with 721,799 reactions and 888 catalyst types from USPTO. Task: Predict which catalyst facilitates the given reaction. (1) Reactant: [CH:1]([OH:3])=[O:2].C(OC(=O)C)(=O)C.O[CH2:12][C:13]1[CH:21]=[CH:20][C:16]([C:17]([OH:19])=[O:18])=[CH:15][CH:14]=1. Product: [CH:1]([O:3][CH2:12][C:13]1[CH:21]=[CH:20][C:16]([C:17]([OH:19])=[O:18])=[CH:15][CH:14]=1)=[O:2]. The catalyst class is: 6. (2) Reactant: [H-].[Na+].CC(P(OC)(O)=O)(C([O-])=O)C.[F:14][C:15]1[CH:22]=[C:21]([O:23][CH3:24])[CH:20]=[CH:19][C:16]=1[CH:17]=O.[C:25]([CH:30]=P(C1C=CC=CC=1)(C1C=CC=CC=1)C1C=CC=CC=1)([O:27][CH2:28]C)=[O:26].[Cl-].[NH4+]. Product: [CH3:28][O:27][C:25](=[O:26])[CH:30]=[CH:17][C:16]1[CH:19]=[CH:20][C:21]([O:23][CH3:24])=[CH:22][C:15]=1[F:14]. The catalyst class is: 7. (3) Reactant: [Cl:1][C:2]1[N:7]=[CH:6][C:5]([C:8]2[O:9][CH2:10][CH:11]([C:13]([O:15][CH3:16])=[O:14])[N:12]=2)=[C:4]([NH:17][CH:18]([CH3:20])[CH3:19])[CH:3]=1.[CH2:21]1CCN2C(=NCCC2)CC1.BrC(Cl)(Cl)Cl. Product: [Cl:1][C:2]1[N:7]=[CH:6][C:5]([C:8]2[O:9][CH:10]=[C:11]([C:13]([O:15][CH2:16][CH3:21])=[O:14])[N:12]=2)=[C:4]([NH:17][CH:18]([CH3:20])[CH3:19])[CH:3]=1. The catalyst class is: 2. (4) Reactant: C([C@@:8]12[CH2:18][CH2:17][C@@:16]([CH2:20][CH3:21])([OH:19])[CH2:15][C@@H:14]1CCC[C:10]1[CH:22]=[C:23]([C:26]([OH:28])=O)[CH:24]=[CH:25][C:9]2=1)C1C=CC=CC=1.CCN(C(C)C)[CH:32]([CH3:34])[CH3:33].CN(C(ON1N=N[C:48]2[CH:49]=[CH:50][CH:51]=[CH:52][C:47]1=2)=[N+](C)C)C.F[P-](F)(F)(F)(F)F.[C:62]1([NH2:69])[CH:67]=[CH:66][C:65]([NH2:68])=[CH:64][CH:63]=1.[CH3:70]N(C=O)C. The catalyst class is: 6. Product: [CH3:63][C:64]1[C:65]([NH:68][C:26]([C:23]2[CH:24]=[CH:25][C:9]3[C@:8]4([CH2:70][C:47]5[CH:48]=[CH:49][CH:50]=[CH:51][CH:52]=5)[CH2:18][CH2:17][C@@:16]([CH2:20][CH3:21])([OH:19])[CH2:15][C@@H:14]4[CH2:34][CH2:32][CH2:33][C:10]=3[CH:22]=2)=[O:28])=[CH:66][CH:67]=[CH:62][N:69]=1. (5) The catalyst class is: 1. Product: [C:1]([N:11]1[CH2:14][CH:13]([C:15]2[CH:20]=[CH:19][C:18]([N:21]3[CH2:25][C@H:24]([CH2:26][NH2:27])[O:23][C:22]3=[O:30])=[CH:17][C:16]=2[F:31])[CH2:12]1)([O:3][CH2:4][C:5]1[CH:10]=[CH:9][CH:8]=[CH:7][CH:6]=1)=[O:2]. Reactant: [C:1]([N:11]1[CH2:14][CH:13]([C:15]2[CH:20]=[CH:19][C:18]([N:21]3[CH2:25][C@@H:24]([CH2:26][N:27]=[N+]=[N-])[O:23][C:22]3=[O:30])=[CH:17][C:16]=2[F:31])[CH2:12]1)([O:3][CH2:4][C:5]1[CH:10]=[CH:9][CH:8]=[CH:7][CH:6]=1)=[O:2].C1(P(C2C=CC=CC=2)C2C=CC=CC=2)C=CC=CC=1.O.